From a dataset of Forward reaction prediction with 1.9M reactions from USPTO patents (1976-2016). Predict the product of the given reaction. (1) Given the reactants CS(C)=O.[OH-].[Na+].[CH:7]([N:20]1[CH2:23][C:22](O)([C:24]#[N:25])[CH2:21]1)([C:14]1[CH:19]=[CH:18][CH:17]=[CH:16][CH:15]=1)[C:8]1[CH:13]=[CH:12][CH:11]=[CH:10][CH:9]=1.[CH:27]([N:40]1CC(=O)C1)(C1C=CC=CC=1)[C:28]1C=CC=CC=1.N1CCC1=[O:49].OO, predict the reaction product. The product is: [CH:7]([N:20]1[CH2:23][C:22]([NH:40][CH2:27][CH3:28])([C:24]([NH2:25])=[O:49])[CH2:21]1)([C:14]1[CH:19]=[CH:18][CH:17]=[CH:16][CH:15]=1)[C:8]1[CH:13]=[CH:12][CH:11]=[CH:10][CH:9]=1. (2) Given the reactants [NH:1]1[CH2:6][CH2:5][CH:4]([CH2:7][NH:8][C:9](=[O:15])[O:10][C:11]([CH3:14])([CH3:13])[CH3:12])[CH2:3][CH2:2]1.[N:16]1[CH:21]=[CH:20][CH:19]=[CH:18][C:17]=1[C:22]1[S:26][C:25]([S:27](Cl)(=[O:29])=[O:28])=[CH:24][CH:23]=1.C(N(CC)CC)C, predict the reaction product. The product is: [N:16]1[CH:21]=[CH:20][CH:19]=[CH:18][C:17]=1[C:22]1[S:26][C:25]([S:27]([N:1]2[CH2:6][CH2:5][CH:4]([CH2:7][NH:8][C:9](=[O:15])[O:10][C:11]([CH3:12])([CH3:14])[CH3:13])[CH2:3][CH2:2]2)(=[O:29])=[O:28])=[CH:24][CH:23]=1. (3) Given the reactants [CH3:1][C:2]1([CH3:10])[CH2:7][CH2:6][C:5](=[O:8])[CH2:4][C:3]1=[O:9].CO[CH:13](OC)[N:14]([CH3:16])[CH3:15], predict the reaction product. The product is: [CH3:13][N:14]([CH:16]=[C:4]1[C:3](=[O:9])[C:2]([CH3:10])([CH3:1])[CH2:7][CH2:6][C:5]1=[O:8])[CH3:15]. (4) Given the reactants [N+:1]([C:4]1[CH:5]=[C:6]([CH:9]=[CH:10][CH:11]=1)[C:7]#[N:8])([O-:3])=[O:2].[N-:12]=[N+:13]=[N-:14].[Na+].Cl.N.Cl, predict the reaction product. The product is: [N+:1]([C:4]1[CH:5]=[C:6]([C:7]2[N:12]=[N:13][NH:14][N:8]=2)[CH:9]=[CH:10][CH:11]=1)([O-:3])=[O:2]. (5) Given the reactants [CH:1]1([CH2:4][NH:5][C:6]([C:8]2[N:9]([CH3:28])[CH:10]=[C:11]([C:13]([C:15]3[C:16]([C:21]4[CH:26]=[CH:25][C:24](F)=[CH:23][CH:22]=4)=[N:17][O:18][C:19]=3[CH3:20])=[O:14])[CH:12]=2)=[O:7])[CH2:3][CH2:2]1.C1(NC(C2NC=C(C(C3C(C4C=CC=C([F:55])C=4)=NOC=3C)=O)C=2)=O)CCC1, predict the reaction product. The product is: [CH:4]1([NH:5][C:6]([C:8]2[N:9]([CH3:28])[CH:10]=[C:11]([C:13]([C:15]3[C:16]([C:21]4[CH:26]=[CH:25][CH:24]=[C:23]([F:55])[CH:22]=4)=[N:17][O:18][C:19]=3[CH3:20])=[O:14])[CH:12]=2)=[O:7])[CH2:2][CH2:3][CH2:1]1. (6) Given the reactants Br[C:2]1[CH:3]=[C:4]2[C:9](=[CH:10][CH:11]=1)[CH:8]([CH3:12])[NH:7][CH2:6][CH2:5]2.B(O)O, predict the reaction product. The product is: [CH3:12][CH:8]1[C:9]2[C:4](=[CH:3][C:2]([C:4]3[CH:9]=[CH:8][N:7]=[CH:6][CH:5]=3)=[CH:11][CH:10]=2)[CH2:5][CH2:6][NH:7]1. (7) Given the reactants [NH2:1][C:2]1[CH:3]=[C:4]([CH:13]=[C:14]([N+:16]([O-:18])=[O:17])[CH:15]=1)[C:5]([C:7]1C=CC=CC=1)=[O:6].[CH3:19][S:20](Cl)(=[O:22])=[O:21].O, predict the reaction product. The product is: [C:5]([C:4]1[CH:3]=[C:2]([NH:1][S:20]([CH3:19])(=[O:22])=[O:21])[CH:15]=[C:14]([N+:16]([O-:18])=[O:17])[CH:13]=1)(=[O:6])[CH3:7].